Dataset: Forward reaction prediction with 1.9M reactions from USPTO patents (1976-2016). Task: Predict the product of the given reaction. (1) The product is: [Br:1][C:2]1[N:7]=[C:6]([N:11]2[CH2:16][CH2:15][CH2:14][C@H:13]([NH:17][C:18](=[O:24])[O:19][C:20]([CH3:22])([CH3:21])[CH3:23])[CH2:12]2)[C:5]([CH2:9][OH:10])=[CH:4][CH:3]=1. Given the reactants [Br:1][C:2]1[N:7]=[C:6](F)[C:5]([CH2:9][OH:10])=[CH:4][CH:3]=1.[NH:11]1[CH2:16][CH2:15][CH2:14][C@H:13]([NH:17][C:18](=[O:24])[O:19][C:20]([CH3:23])([CH3:22])[CH3:21])[CH2:12]1.CN1CCOCC1.O, predict the reaction product. (2) Given the reactants Cl[C:2]1[C:3]2[C:4](=[CH:13][N:14](CC3C=CC(OC)=CC=3)[N:15]=2)[N:5]=[C:6]([C:8]2[S:9][CH:10]=[CH:11][CH:12]=2)[N:7]=1.[CH2:25]1[C:33]2[C:28](=[CH:29][C:30]([NH2:34])=[CH:31][CH:32]=2)[CH2:27][O:26]1.Cl, predict the reaction product. The product is: [CH2:25]1[C:33]2[C:28](=[CH:29][C:30]([NH:34][C:2]3[C:3]4[NH:15][N:14]=[CH:13][C:4]=4[N:5]=[C:6]([C:8]4[S:9][CH:10]=[CH:11][CH:12]=4)[N:7]=3)=[CH:31][CH:32]=2)[CH2:27][O:26]1. (3) Given the reactants [Cl:1][C:2]1[N:7]=[CH:6][C:5]([NH:8][C:9]([C@H:11]([NH:13]C(=O)OC(C)(C)C)[CH3:12])=[O:10])=[C:4]([NH:21][CH2:22][CH3:23])[CH:3]=1.Cl.[Cl:25][C:26]1[CH:31]=[CH:30][C:29]([S:32](Cl)(=[O:34])=[O:33])=[CH:28][CH:27]=1.CCN(CC)CC, predict the reaction product. The product is: [Cl:1][C:2]1[N:7]=[CH:6][C:5]([NH:8][C:9](=[O:10])[C@H:11]([NH:13][S:32]([C:29]2[CH:30]=[CH:31][C:26]([Cl:25])=[CH:27][CH:28]=2)(=[O:34])=[O:33])[CH3:12])=[C:4]([NH:21][CH2:22][CH3:23])[CH:3]=1. (4) Given the reactants C([O:3][C:4](=[O:7])[CH2:5][SH:6])C.CC([O-])(C)C.[K+].Cl[CH:15]=[C:16]([CH2:22][CH:23]([CH3:25])[CH3:24])[C:17](=O)[CH:18]([CH3:20])[CH3:19], predict the reaction product. The product is: [CH2:22]([C:16]1[C:17]([CH:18]([CH3:20])[CH3:19])=[C:5]([C:4]([OH:3])=[O:7])[S:6][CH:15]=1)[CH:23]([CH3:25])[CH3:24]. (5) Given the reactants CS([C:5]1[N:10]=[C:9]([O:11][C:12]2[CH:17]=[CH:16][C:15]([F:18])=[C:14]([F:19])[CH:13]=2)[C:8]([C:20]2[CH:25]=[CH:24][C:23]([Cl:26])=[CH:22][CH:21]=2)=[C:7]([C:27]2[CH:32]=[CH:31][C:30]([Cl:33])=[CH:29][C:28]=2[Cl:34])[N:6]=1)(=O)=O.C([Li])CCC.[CH:40]([OH:43])([CH3:42])[CH3:41], predict the reaction product. The product is: [CH:40]([O:43][C:5]1[N:10]=[C:9]([O:11][C:12]2[CH:17]=[CH:16][C:15]([F:18])=[C:14]([F:19])[CH:13]=2)[C:8]([C:20]2[CH:25]=[CH:24][C:23]([Cl:26])=[CH:22][CH:21]=2)=[C:7]([C:27]2[CH:32]=[CH:31][C:30]([Cl:33])=[CH:29][C:28]=2[Cl:34])[N:6]=1)([CH3:42])[CH3:41]. (6) Given the reactants [CH2:1]([N:3]1[CH:7]=[C:6]([NH2:8])[CH:5]=[N:4]1)[CH3:2].Br[C:10]1[C:11](=[O:18])[N:12]([CH3:17])[CH:13]=[C:14]([Br:16])[N:15]=1.C([O-])(=O)C, predict the reaction product. The product is: [Br:16][C:14]1[N:15]=[C:10]([NH:8][C:6]2[CH:5]=[N:4][N:3]([CH2:1][CH3:2])[CH:7]=2)[C:11](=[O:18])[N:12]([CH3:17])[CH:13]=1. (7) Given the reactants [Br:1][C:2]1[CH:7]=[CH:6][C:5](/[C:8](=[N:22]\[O:23][CH2:24][CH3:25])/[CH:9]2[CH2:14][CH2:13][N:12]([C:15]3([CH3:21])[CH2:20][CH2:19][NH:18][CH2:17][CH2:16]3)[CH2:11][CH2:10]2)=[CH:4][CH:3]=1.[N:26]1[C:35]2[C:30](=[CH:31][CH:32]=[CH:33][C:34]=2[C:36](O)=[O:37])[CH:29]=[CH:28][CH:27]=1.CCN(CC)CC.CN(C(ON1N=NC2C=CC=NC1=2)=[N+](C)C)C.F[P-](F)(F)(F)(F)F, predict the reaction product. The product is: [Br:1][C:2]1[CH:7]=[CH:6][C:5](/[C:8](=[N:22]\[O:23][CH2:24][CH3:25])/[CH:9]2[CH2:10][CH2:11][N:12]([C:15]3([CH3:21])[CH2:20][CH2:19][N:18]([C:36]([C:34]4[CH:33]=[CH:32][CH:31]=[C:30]5[C:35]=4[N:26]=[CH:27][CH:28]=[CH:29]5)=[O:37])[CH2:17][CH2:16]3)[CH2:13][CH2:14]2)=[CH:4][CH:3]=1. (8) The product is: [Cl:1][C:2]1[CH:3]=[CH:4][C:5]([O:12][CH2:13][C:14]([N:16]2[CH:21]([CH3:22])[CH2:20][O:19][C@@H:18]([CH2:23][O:24][C:25]3[CH:26]=[CH:27][C:28]([F:31])=[CH:29][CH:30]=3)[CH2:17]2)=[O:15])=[C:6]([NH:8][C:9]([NH2:11])=[O:10])[CH:7]=1. Given the reactants [Cl:1][C:2]1[CH:3]=[CH:4][C:5]([O:12][CH2:13][C:14]([N:16]2[C@H:21]([CH3:22])[CH2:20][O:19][C@@H:18]([CH2:23][O:24][C:25]3[CH:30]=[CH:29][C:28]([F:31])=[CH:27][CH:26]=3)[CH2:17]2)=[O:15])=[C:6]([NH:8][C:9]([NH2:11])=[O:10])[CH:7]=1.ClC1C=CC(OCC(N2[C@H](C)CO[C@H](COC3C=CC(F)=CC=3)C2)=O)=C(NC(N)=O)C=1, predict the reaction product. (9) The product is: [NH2:1][C:2]1[N:3]=[CH:4][C:5]2[C:10]([C:11]([C:13]3[CH:18]=[C:17]([NH:19][C:33](=[O:34])[CH2:32][C:29]4[CH:30]=[CH:31][C:26]([C:24]#[N:25])=[CH:27][CH:28]=4)[CH:16]=[N:15][CH:14]=3)=[O:12])=[CH:9][N:8]([C:20]([CH3:23])([CH3:22])[CH3:21])[C:6]=2[N:7]=1. Given the reactants [NH2:1][C:2]1[N:3]=[CH:4][C:5]2[C:10]([C:11]([C:13]3[CH:14]=[N:15][CH:16]=[C:17]([NH2:19])[CH:18]=3)=[O:12])=[CH:9][N:8]([C:20]([CH3:23])([CH3:22])[CH3:21])[C:6]=2[N:7]=1.[C:24]([C:26]1[CH:31]=[CH:30][C:29]([CH2:32][C:33](O)=[O:34])=[CH:28][CH:27]=1)#[N:25], predict the reaction product. (10) Given the reactants [Cl:1][C:2]1[N:10]([CH2:11][C:12]2[CH:17]=[CH:16][C:15](Cl)=[CH:14][CH:13]=2)[C:9]2[C:8](=[O:19])[NH:7][C:6](=[O:20])[N:5]([CH2:21][O:22][CH2:23][CH2:24][Si:25]([CH3:28])([CH3:27])[CH3:26])[C:4]=2[N:3]=1.Br[CH2:30][CH2:31][CH2:32][O:33][Si:34]([C:37]([CH3:40])([CH3:39])[CH3:38])([CH3:36])[CH3:35].C(=O)([O-])[O-].[K+].[K+], predict the reaction product. The product is: [CH2:11]([N:10]1[C:9]2[C:8](=[O:19])[N:7]([CH2:30][CH2:31][CH2:32][O:33][Si:34]([C:37]([CH3:38])([CH3:40])[CH3:39])([CH3:35])[CH3:36])[C:6](=[O:20])[N:5]([CH2:21][O:22][CH2:23][CH2:24][Si:25]([CH3:28])([CH3:27])[CH3:26])[C:4]=2[N:3]=[C:2]1[Cl:1])[C:12]1[CH:17]=[CH:16][CH:15]=[CH:14][CH:13]=1.